From a dataset of Peptide-MHC class I binding affinity with 185,985 pairs from IEDB/IMGT. Regression. Given a peptide amino acid sequence and an MHC pseudo amino acid sequence, predict their binding affinity value. This is MHC class I binding data. The peptide sequence is YAEMWAQDA. The MHC is HLA-A01:01 with pseudo-sequence HLA-A01:01. The binding affinity (normalized) is 0.433.